This data is from Clinical trial toxicity outcomes and FDA approval status for drugs. The task is: Regression/Classification. Given a drug SMILES string, predict its toxicity properties. Task type varies by dataset: regression for continuous values (e.g., LD50, hERG inhibition percentage) or binary classification for toxic/non-toxic outcomes (e.g., AMES mutagenicity, cardiotoxicity, hepatotoxicity). Dataset: clintox. (1) The molecule is C[C@H]([NH2+][C@@H](CCc1ccccc1)C(=O)[O-])C(=O)N1CCC[C@H]1C(=O)[O-]. The result is 0 (passed clinical trial). (2) The compound is C[NH2+][C@H](CC(C)C)C(=O)N[C@H]1C(=O)N[C@@H](CC(N)=O)C(=O)N[C@H]2C(=O)N[C@H]3C(=O)N[C@H](C(=O)N[C@H](C(=O)[O-])c4cc(O)cc(O)c4-c4cc3ccc4O)[C@H](O)c3ccc(c(Cl)c3)Oc3cc2cc(c3O[C@@H]2O[C@H](CO)[C@@H](O)[C@H](O)[C@H]2O[C@H]2C[C@](C)([NH3+])[C@H](O)[C@H](C)O2)Oc2ccc(cc2Cl)[C@H]1O. The result is 0 (passed clinical trial). (3) The drug is CC([NH3+])Cc1ccccc1. The result is 0 (passed clinical trial). (4) The molecule is CCOC(=O)[C@H](CCc1ccccc1)[NH2+][C@@H](C)C(=O)N1[C@H](C(=O)[O-])C[C@@H]2CCC[C@@H]21. The result is 0 (passed clinical trial). (5) The drug is NC(=O)CCC1NC(=O)C(Cc2ccccc2)NC(=O)C(Cc2ccc(O)cc2)NC(=O)C([NH3+])CSSCC(C(=O)N2CCCC2C(=O)NC(CCCC[NH3+])C(=O)NCC(N)=O)NC(=O)C(CC(N)=O)NC1=O. The result is 0 (passed clinical trial).